Dataset: Forward reaction prediction with 1.9M reactions from USPTO patents (1976-2016). Task: Predict the product of the given reaction. (1) Given the reactants Br[CH2:2][C:3]1[C:8]([Cl:9])=[CH:7][CH:6]=[CH:5][C:4]=1[N:10]1[C:14](=[O:15])[N:13]([CH3:16])[N:12]=[N:11]1.[Cl:17][C:18]1[CH:23]=[CH:22][C:21]([N:24]2[CH:28]=[CH:27][C:26]([OH:29])=[N:25]2)=[CH:20][CH:19]=1.C(=O)([O-])[O-].[K+].[K+].C(#N)C, predict the reaction product. The product is: [Cl:17][C:18]1[CH:19]=[CH:20][C:21]([N:24]2[CH:28]=[CH:27][C:26]([O:29][CH2:2][C:3]3[C:8]([Cl:9])=[CH:7][CH:6]=[CH:5][C:4]=3[N:10]3[C:14](=[O:15])[N:13]([CH3:16])[N:12]=[N:11]3)=[N:25]2)=[CH:22][CH:23]=1. (2) Given the reactants [CH3:1][N:2]1[C:6]([NH2:7])=[CH:5][C:4]([CH:8]([CH3:10])[CH3:9])=[N:3]1.[C:11]1(=O)[CH2:16][CH2:15][CH2:14][CH2:13][CH2:12]1, predict the reaction product. The product is: [CH3:1][N:2]1[C:6]([NH2:7])=[C:5]([C:11]2[CH2:16][CH2:15][CH2:14][CH2:13][CH:12]=2)[C:4]([CH:8]([CH3:10])[CH3:9])=[N:3]1. (3) Given the reactants [C:1]1(=[O:8])[CH2:6][CH2:5][CH2:4][C:3](=[O:7])[CH2:2]1.[CH3:9][CH2:10][CH3:11].C(OC)(OC)OC.O.O.C1(C)C=CC(S(O)(=O)=O)=CC=1, predict the reaction product. The product is: [CH2:9]([O:7][C:3]1[CH2:4][CH2:5][CH2:6][C:1](=[O:8])[CH:2]=1)[CH2:10][CH3:11]. (4) Given the reactants [C:1]([O:5][C:6](N[C@@H](CC1C=CC(C)=CC=1)C(O)=O)=O)(C)(C)C.[C:21]([O:25][C:26]([NH:28][C@H:29]([C:33]1[CH:38]=[CH:37][C:36](OC[C@H]2COC(C)(C)O2)=[CH:35][CH:34]=1)[C:30]([OH:32])=[O:31])=[O:27])([CH3:24])([CH3:23])[CH3:22].N1([O:57][C:58]([N:62](C)C)=[N+](C)C)C2C=CC=CC=2N=N1.C(OC(N[C@H](C1C=CC(OCC(OC)OCC)=CC=1)C(O)=O)=O)(C)(C)C.C(NC1C=CC([C@@](C(OC(C)(C)C)=O)(N)C(O)=O)=CC=1)(=O)C.COCC(Cl)=O, predict the reaction product. The product is: [C:21]([O:25][C:26]([NH:28][C@H:29]([C:33]1[CH:34]=[CH:35][C:36]([NH:62][C:58](=[O:57])[CH2:1][O:5][CH3:6])=[CH:37][CH:38]=1)[C:30]([OH:32])=[O:31])=[O:27])([CH3:22])([CH3:23])[CH3:24]. (5) The product is: [CH3:29][N:30]([CH3:31])[C:2]1[C:7]2[N:8]=[C:9]([N:18]3[CH:22]=[CH:21][N:20]=[CH:19]3)[N:10]=[C:11]([N:12]3[CH2:17][CH2:16][O:15][CH2:14][CH2:13]3)[C:6]=2[N:5]=[C:4]([C:23]2[O:27][N:26]=[C:25]([CH3:28])[N:24]=2)[CH:3]=1. Given the reactants Cl[C:2]1[C:7]2[N:8]=[C:9]([N:18]3[CH:22]=[CH:21][N:20]=[CH:19]3)[N:10]=[C:11]([N:12]3[CH2:17][CH2:16][O:15][CH2:14][CH2:13]3)[C:6]=2[N:5]=[C:4]([C:23]2[O:27][N:26]=[C:25]([CH3:28])[N:24]=2)[CH:3]=1.[CH3:29][NH:30][CH3:31].Cl, predict the reaction product. (6) Given the reactants Cl.[NH:2]1[CH2:7][CH2:6][CH:5]([NH:8][C:9]([C:11]2[C:15]([NH:16][C:17](=[O:26])[C:18]3[C:23]([Cl:24])=[CH:22][CH:21]=[CH:20][C:19]=3[Cl:25])=[CH:14][NH:13][N:12]=2)=[O:10])[CH2:4][CH2:3]1.C(N(C(C)C)CC)(C)C.[CH3:36][S:37](Cl)(=[O:39])=[O:38], predict the reaction product. The product is: [CH3:36][S:37]([N:2]1[CH2:7][CH2:6][CH:5]([NH:8][C:9]([C:11]2[C:15]([NH:16][C:17](=[O:26])[C:18]3[C:23]([Cl:24])=[CH:22][CH:21]=[CH:20][C:19]=3[Cl:25])=[CH:14][NH:13][N:12]=2)=[O:10])[CH2:4][CH2:3]1)(=[O:39])=[O:38].